Predict the reaction yield, written as a fraction of the theoretical maximum amount of product (1.0 means a 100% yield; for example, 0.34 means a 34% yield). From a dataset of Reaction yield outcomes from USPTO patents with 853,638 reactions. (1) The catalyst is O. The product is [CH3:23][O:22][C:13]1[C:12]([CH:7]=[O:6])=[C:17]([C:18]([F:21])([F:20])[F:19])[N:16]=[CH:15][N:14]=1. The yield is 0.158. The reactants are C([Li])CCC.[O:6]1CCC[CH2:7]1.Br[C:12]1[C:13]([O:22][CH3:23])=[N:14][CH:15]=[N:16][C:17]=1[C:18]([F:21])([F:20])[F:19].C(OCC)=O. (2) The reactants are [N:1]1([C:6]2[CH:14]=[CH:13][C:9]([C:10](O)=[O:11])=[CH:8][CH:7]=2)[CH:5]=[N:4][N:3]=[N:2]1.CCN(C(C)C)C(C)C.F[P-](F)(F)(F)(F)F.N1(O[P+](N(C)C)(N(C)C)N(C)C)C2C=CC=CC=2N=N1.Cl.[CH3:52][NH:53][O:54][CH3:55]. The catalyst is C(Cl)Cl.O. The product is [CH3:55][O:54][N:53]([CH3:52])[C:10](=[O:11])[C:9]1[CH:13]=[CH:14][C:6]([N:1]2[CH:5]=[N:4][N:3]=[N:2]2)=[CH:7][CH:8]=1. The yield is 0.530. (3) The reactants are [N:1]1[CH:6]=[CH:5][C:4]([N:7]2[CH2:16][CH2:15][CH:10]([C:11](OC)=[O:12])[CH2:9][CH2:8]2)=[CH:3][CH:2]=1.[H-].[Al+3].[Li+].[H-].[H-].[H-]. The catalyst is O1CCCC1. The product is [N:1]1[CH:6]=[CH:5][C:4]([N:7]2[CH2:8][CH2:9][CH:10]([CH2:11][OH:12])[CH2:15][CH2:16]2)=[CH:3][CH:2]=1. The yield is 0.680. (4) The reactants are C1COCC1.[CH3:6][O:7][C:8]1[C:9]([S:21](Cl)(=[O:23])=[O:22])=[CH:10][C:11]2[CH2:12][CH2:13][C:14](=[O:20])[C:15]([CH3:19])([CH3:18])[C:16]=2[CH:17]=1.[NH:25]1[CH2:29][CH2:28][CH2:27][CH2:26]1.C(N(CC)CC)C. The catalyst is O. The product is [CH3:6][O:7][C:8]1[CH:17]=[C:16]2[C:11]([CH2:12][CH2:13][C:14](=[O:20])[C:15]2([CH3:19])[CH3:18])=[CH:10][C:9]=1[S:21]([N:25]1[CH2:29][CH2:28][CH2:27][CH2:26]1)(=[O:23])=[O:22]. The yield is 0.750. (5) The product is [F:1][C:2]1[N:7]=[C:6]([I:8])[C:5]([O:9][CH3:12])=[CH:4][CH:3]=1. The catalyst is C(#N)C. The reactants are [F:1][C:2]1[N:7]=[C:6]([I:8])[C:5]([OH:9])=[CH:4][CH:3]=1.CI.[C:12](=O)([O-])[O-].[K+].[K+]. The yield is 1.00.